From a dataset of Full USPTO retrosynthesis dataset with 1.9M reactions from patents (1976-2016). Predict the reactants needed to synthesize the given product. Given the product [CH2:10]([O:17][C:2]1[CH:9]=[CH:8][C:5]([C:6]#[N:7])=[CH:4][N:3]=1)[C:11]1[CH:16]=[CH:15][CH:14]=[CH:13][CH:12]=1, predict the reactants needed to synthesize it. The reactants are: Cl[C:2]1[CH:9]=[CH:8][C:5]([C:6]#[N:7])=[CH:4][N:3]=1.[CH2:10]([OH:17])[C:11]1[CH:16]=[CH:15][CH:14]=[CH:13][CH:12]=1.[H-].[Na+].C(OC(=O)C)C.O.